This data is from Catalyst prediction with 721,799 reactions and 888 catalyst types from USPTO. The task is: Predict which catalyst facilitates the given reaction. (1) Reactant: [F:1][C:2]1[CH:10]=[CH:9][CH:8]=[C:7]2[C:3]=1[CH:4]=[N:5][NH:6]2.[I:11]I.[OH-].[K+].OS([O-])=O.[Na+]. Product: [F:1][C:2]1[CH:10]=[CH:9][CH:8]=[C:7]2[C:3]=1[C:4]([I:11])=[N:5][NH:6]2. The catalyst class is: 3. (2) Reactant: [S:1]1[CH:5]=[CH:4][CH:3]=[C:2]1[C:6](=[NH:32])[NH:7][C:8]1[CH:9]=[CH:10][C:11]2[N:16]([CH2:17][CH2:18][N:19]3[CH2:23][CH2:22][CH2:21][C@H:20]3[C:24]([O:26]C(C)(C)C)=[O:25])[CH2:15][CH2:14][S:13][C:12]=2[CH:31]=1.C1(OC)C=CC=CC=1.FC(F)(F)C(O)=O.[ClH:48].O1CCOCC1. Product: [ClH:48].[ClH:48].[S:1]1[CH:5]=[CH:4][CH:3]=[C:2]1[C:6](=[NH:32])[NH:7][C:8]1[CH:9]=[CH:10][C:11]2[N:16]([CH2:17][CH2:18][N:19]3[CH2:23][CH2:22][CH2:21][C@H:20]3[C:24]([OH:26])=[O:25])[CH2:15][CH2:14][S:13][C:12]=2[CH:31]=1. The catalyst class is: 158. (3) Product: [Cl:32][CH2:31][CH2:30][O:1][C:2]1[CH:3]=[C:4]2[C:9](=[CH:10][CH:11]=1)[N:8]=[CH:7][N:6]([C:12]1[CH:13]=[C:14]([CH:18]=[CH:19][C:20]=1[CH3:21])[C:15]([OH:17])=[O:16])[C:5]2=[O:22]. The catalyst class is: 3. Reactant: [OH:1][C:2]1[CH:3]=[C:4]2[C:9](=[CH:10][CH:11]=1)[N:8]=[CH:7][N:6]([C:12]1[CH:13]=[C:14]([CH:18]=[CH:19][C:20]=1[CH3:21])[C:15]([OH:17])=[O:16])[C:5]2=[O:22].C([O-])([O-])=O.[K+].[K+].Br[CH2:30][CH2:31][Cl:32].[OH-].[Na+].Cl. (4) Reactant: [CH2:1]([O:3][C:4](=[O:15])[CH:5](Cl)[C:6](=O)[CH2:7][C:8]([O:10][CH2:11][CH3:12])=[O:9])[CH3:2].[Cl:16][C:17]1[CH:25]=[CH:24][C:20]([C:21]([NH2:23])=[S:22])=[CH:19][CH:18]=1.O. Product: [CH2:1]([O:3][C:4]([C:5]1[S:22][C:21]([C:20]2[CH:24]=[CH:25][C:17]([Cl:16])=[CH:18][CH:19]=2)=[N:23][C:6]=1[CH2:7][C:8]([O:10][CH2:11][CH3:12])=[O:9])=[O:15])[CH3:2]. The catalyst class is: 14. (5) Reactant: Cl[C:2]1[C:11]2[C:6](=[CH:7][CH:8]=[CH:9][N:10]=2)[N:5]=[CH:4][C:3]=1[N+:12]([O-:14])=[O:13].C(N(CC)CC)C.[NH2:22][CH:23](C)[CH2:24][CH2:25][OH:26]. Product: [N+:12]([C:3]1[CH:4]=[N:5][C:6]2[C:11]([C:2]=1[NH:22][CH2:23][CH2:24][CH2:25][OH:26])=[N:10][CH:9]=[CH:8][CH:7]=2)([O-:14])=[O:13]. The catalyst class is: 46. (6) Reactant: [CH2:1]([O:8][CH2:9][CH:10]([NH:13][C:14](=[O:31])[O:15][CH2:16][C:17]1[C:26]([O:27]CC=C)=[CH:25][C:24]2[C:19](=[CH:20][CH:21]=[CH:22][CH:23]=2)[CH:18]=1)[O:11][CH3:12])[C:2]1[CH:7]=[CH:6][CH:5]=[CH:4][CH:3]=1.CC1(C)CC(=O)CC(=O)C1. Product: [CH2:1]([O:8][CH2:9][CH:10]([NH:13][C:14](=[O:31])[O:15][CH2:16][C:17]1[C:26]([OH:27])=[CH:25][C:24]2[C:19](=[CH:20][CH:21]=[CH:22][CH:23]=2)[CH:18]=1)[O:11][CH3:12])[C:2]1[CH:7]=[CH:6][CH:5]=[CH:4][CH:3]=1. The catalyst class is: 128. (7) The catalyst class is: 769. Reactant: [F:1][C:2]1([F:17])[CH2:7][CH2:6][N:5]([C:8]2[CH:13]=[CH:12][C:11]([N+:14]([O-])=O)=[CH:10][N:9]=2)[CH2:4][CH2:3]1.C1COCC1.CN(C=O)C. Product: [F:17][C:2]1([F:1])[CH2:7][CH2:6][N:5]([C:8]2[N:9]=[CH:10][C:11]([NH2:14])=[CH:12][CH:13]=2)[CH2:4][CH2:3]1.